From a dataset of Reaction yield outcomes from USPTO patents with 853,638 reactions. Predict the reaction yield, written as a fraction of the theoretical maximum amount of product (1.0 means a 100% yield; for example, 0.34 means a 34% yield). (1) The reactants are Cl[C:2]1[N:11]=[CH:10][C:9]2[C:4](=[CH:5][CH:6]=[C:7]([O:12]C)[CH:8]=2)[N:3]=1.[C:14]([C:17]1[CH:22]=[CH:21][C:20](B(O)O)=[C:19]([F:26])[CH:18]=1)([OH:16])=[O:15]. No catalyst specified. The product is [F:26][C:19]1[CH:18]=[C:17]([CH:22]=[CH:21][C:20]=1[C:2]1[N:11]=[CH:10][C:9]2[C:4](=[CH:5][CH:6]=[C:7]([OH:12])[CH:8]=2)[N:3]=1)[C:14]([OH:16])=[O:15]. The yield is 0.380. (2) The reactants are Br[C:2]1[CH:3]=[N:4][C:5]([N:8]2[CH2:12][C@H:11]([S:13][C:14]([C:27]3[CH:32]=[CH:31][CH:30]=[CH:29][CH:28]=3)([C:21]3[CH:26]=[CH:25][CH:24]=[CH:23][CH:22]=3)[C:15]3[CH:20]=[CH:19][CH:18]=[CH:17][CH:16]=3)[CH2:10][C@H:9]2[CH2:33][O:34][CH2:35][C:36]2[CH:41]=[C:40]([F:42])[C:39]([F:43])=[CH:38][C:37]=2[F:44])=[N:6][CH:7]=1.[C:45]([Si:47]([CH3:50])([CH3:49])[CH3:48])#[CH:46].CCN(CC)CC. The catalyst is CN(C=O)C.C1C=CC(P(C2C=CC=CC=2)C2C=CC=CC=2)=CC=1.C1C=CC(P(C2C=CC=CC=2)C2C=CC=CC=2)=CC=1.Cl[Pd]Cl.[Cu]I. The product is [F:44][C:37]1[CH:38]=[C:39]([F:43])[C:40]([F:42])=[CH:41][C:36]=1[CH2:35][O:34][CH2:33][C@@H:9]1[CH2:10][C@@H:11]([S:13][C:14]([C:21]2[CH:22]=[CH:23][CH:24]=[CH:25][CH:26]=2)([C:27]2[CH:32]=[CH:31][CH:30]=[CH:29][CH:28]=2)[C:15]2[CH:20]=[CH:19][CH:18]=[CH:17][CH:16]=2)[CH2:12][N:8]1[C:5]1[N:6]=[CH:7][C:2]([C:46]#[C:45][Si:47]([CH3:50])([CH3:49])[CH3:48])=[CH:3][N:4]=1. The yield is 0.0900. (3) The product is [CH2:25]([O:24][C:22](=[O:23])[NH:21][C:18]12[CH2:19][CH2:20][CH:15]([CH2:16][CH2:17]1)[CH2:14][N:13]1[C:32](=[O:33])[C:9]([O:8][CH2:1][C:2]3[CH:3]=[CH:4][CH:5]=[CH:6][CH:7]=3)=[C:10]([C:34](=[O:36])[NH:44][CH2:45][C:46](=[O:55])[CH2:47][C:48]3[CH:53]=[CH:52][C:51]([F:54])=[CH:50][CH:49]=3)[N:11]=[C:12]21)[C:26]1[CH:31]=[CH:30][CH:29]=[CH:28][CH:27]=1. The yield is 0.770. The reactants are [CH2:1]([O:8][C:9]1[C:32](=[O:33])[N:13]2[CH2:14][CH:15]3[CH2:20][CH2:19][C:18]([NH:21][C:22]([O:24][CH2:25][C:26]4[CH:31]=[CH:30][CH:29]=[CH:28][CH:27]=4)=[O:23])([C:12]2=[N:11][C:10]=1[C:34]([OH:36])=O)[CH2:17][CH2:16]3)[C:2]1[CH:7]=[CH:6][CH:5]=[CH:4][CH:3]=1.C(Cl)(=O)C(Cl)=O.Cl.[NH2:44][CH2:45][C:46](=[O:55])[CH2:47][C:48]1[CH:53]=[CH:52][C:51]([F:54])=[CH:50][CH:49]=1.C(N(CC)CC)C.C([O-])(O)=O.[Na+]. The catalyst is C(Cl)Cl.CN(C=O)C. (4) The reactants are C(=O)([O-])[O-].[Na+].[Na+].Br.Br.[CH3:9][C:10]1([CH3:38])[C:19]2[C:14](=[C:15]3[CH2:22][C:21]([CH3:24])([CH3:23])[O:20][C:16]3=[CH:17][CH:18]=2)[C:13]([C:25]2[CH:26]=[C:27]([C:31]3[CH:36]=[CH:35][C:34]([NH2:37])=[CH:33][CH:32]=3)[CH:28]=[CH:29][CH:30]=2)=[N:12][CH2:11]1.[C:39](Cl)(=[O:41])[CH3:40]. The catalyst is O.O1CCCC1. The product is [CH3:9][C:10]1([CH3:38])[C:19]2[C:14](=[C:15]3[CH2:22][C:21]([CH3:23])([CH3:24])[O:20][C:16]3=[CH:17][CH:18]=2)[C:13]([C:25]2[CH:26]=[C:27]([C:31]3[CH:32]=[CH:33][C:34]([NH:37][C:39](=[O:41])[CH3:40])=[CH:35][CH:36]=3)[CH:28]=[CH:29][CH:30]=2)=[N:12][CH2:11]1. The yield is 0.680.